Predict the product of the given reaction. From a dataset of Forward reaction prediction with 1.9M reactions from USPTO patents (1976-2016). Given the reactants [CH3:1][O:2][C:3]1[CH:4]=[C:5]2[C:10](=[CH:11][C:12]=1[O:13][CH3:14])[N:9]=[CH:8][N:7]=[C:6]2[O:15][C:16]1[CH:17]=[C:18]2[C:23](=[CH:24][CH:25]=1)[C:22]([C:26]([OH:28])=O)=[CH:21][CH:20]=[CH:19]2.[CH3:29][O:30][C:31]1[CH:36]=[CH:35][C:34]([NH2:37])=[C:33]([NH2:38])[CH:32]=1, predict the reaction product. The product is: [NH2:38][C:33]1[CH:32]=[C:31]([O:30][CH3:29])[CH:36]=[CH:35][C:34]=1[NH:37][C:26]([C:22]1[C:23]2[C:18](=[CH:17][C:16]([O:15][C:6]3[C:5]4[C:10](=[CH:11][C:12]([O:13][CH3:14])=[C:3]([O:2][CH3:1])[CH:4]=4)[N:9]=[CH:8][N:7]=3)=[CH:25][CH:24]=2)[CH:19]=[CH:20][CH:21]=1)=[O:28].